From a dataset of Full USPTO retrosynthesis dataset with 1.9M reactions from patents (1976-2016). Predict the reactants needed to synthesize the given product. (1) Given the product [NH3:1].[CH2:43]([O:50][C:51]1[CH:56]=[CH:55][C:54]([C@@H:57]([O:60][Si:61]([C:64]([CH3:65])([CH3:67])[CH3:66])([CH3:63])[CH3:62])[CH2:58][NH:1][CH2:2][CH2:3][CH2:4][CH2:5][CH2:6][CH2:7][CH2:8][CH2:9][CH2:10][N:11]2[CH2:12][CH2:13][CH:14]([N:17]([C:21]3[CH:26]=[CH:25][C:24]([F:27])=[CH:23][C:22]=3[C:28]3[CH:33]=[CH:32][C:31]([O:34][CH2:35][C:36]4[CH:41]=[CH:40][CH:39]=[CH:38][CH:37]=4)=[C:30]([Cl:42])[CH:29]=3)[C:18](=[O:19])[O-:20])[CH2:15][CH2:16]2)=[CH:53][C:52]=1[NH:68][S:69]([CH3:72])(=[O:70])=[O:71])[C:44]1[CH:49]=[CH:48][CH:47]=[CH:46][CH:45]=1, predict the reactants needed to synthesize it. The reactants are: [NH2:1][CH2:2][CH2:3][CH2:4][CH2:5][CH2:6][CH2:7][CH2:8][CH2:9][CH2:10][N:11]1[CH2:16][CH2:15][CH:14]([N:17]([C:21]2[CH:26]=[CH:25][C:24]([F:27])=[CH:23][C:22]=2[C:28]2[CH:33]=[CH:32][C:31]([O:34][CH2:35][C:36]3[CH:41]=[CH:40][CH:39]=[CH:38][CH:37]=3)=[C:30]([Cl:42])[CH:29]=2)[C:18](=[O:20])[O-:19])[CH2:13][CH2:12]1.[CH2:43]([O:50][C:51]1[CH:56]=[CH:55][C:54]([C@@H:57]([O:60][Si:61]([C:64]([CH3:67])([CH3:66])[CH3:65])([CH3:63])[CH3:62])[CH2:58]Br)=[CH:53][C:52]=1[NH:68][S:69]([CH3:72])(=[O:71])=[O:70])[C:44]1[CH:49]=[CH:48][CH:47]=[CH:46][CH:45]=1.C(=O)([O-])O.[Na+].C(#N)C. (2) Given the product [CH2:1]([O:8][C:9]1[CH:14]=[CH:13][C:12]([C:15](=[O:17])[CH3:16])=[C:11]([O:18][CH2:20][O:21][CH3:22])[CH:10]=1)[C:2]1[CH:3]=[CH:4][CH:5]=[CH:6][CH:7]=1, predict the reactants needed to synthesize it. The reactants are: [CH2:1]([O:8][C:9]1[CH:14]=[CH:13][C:12]([C:15](=[O:17])[CH3:16])=[C:11]([OH:18])[CH:10]=1)[C:2]1[CH:7]=[CH:6][CH:5]=[CH:4][CH:3]=1.Cl[CH2:20][O:21][CH3:22].CC(C)([O-])C.[K+].O. (3) Given the product [CH2:1]([C@@H:5]1[N:10]([C:27]([C@@H:25]2[CH2:26][C@H:24]2[C:18]2[CH:23]=[CH:22][CH:21]=[CH:20][CH:19]=2)=[O:28])[CH2:9][C@H:8]([C:11]2[CH:12]=[CH:13][CH:14]=[CH:15][CH:16]=2)[NH:7][C:6]1=[O:17])[CH:2]([CH3:4])[CH3:3], predict the reactants needed to synthesize it. The reactants are: [CH2:1]([C@@H:5]1[NH:10][CH2:9][C@H:8]([C:11]2[CH:16]=[CH:15][CH:14]=[CH:13][CH:12]=2)[NH:7][C:6]1=[O:17])[CH:2]([CH3:4])[CH3:3].[C:18]1([C@@H:24]2[CH2:26][C@H:25]2[C:27](O)=[O:28])[CH:23]=[CH:22][CH:21]=[CH:20][CH:19]=1.C([C@@H]1N(C(=O)/C=C/C2C=CC=CC=2)C[C@H](CC(C)C)NC1=O)C(C)C.